Predict the product of the given reaction. From a dataset of Forward reaction prediction with 1.9M reactions from USPTO patents (1976-2016). Given the reactants [Cl:1][C:2]1[N:11]=[C:10]([N:12]2[CH2:17][CH2:16][CH2:15][C@@H:14]([NH:18][C:19](=[O:21])[CH3:20])[CH2:13]2)[C:9]2[C:4](=[C:5]([CH3:22])[CH:6]=[CH:7][CH:8]=2)[N:3]=1.[NH2:23][C:24]1[CH:25]=[C:26]([CH:29]=[C:30]([NH2:32])[CH:31]=1)[C:27]#[N:28], predict the reaction product. The product is: [ClH:1].[NH2:23][C:24]1[CH:31]=[C:30]([NH:32][C:2]2[N:11]=[C:10]([N:12]3[CH2:17][CH2:16][CH2:15][C@@H:14]([NH:18][C:19](=[O:21])[CH3:20])[CH2:13]3)[C:9]3[C:4](=[C:5]([CH3:22])[CH:6]=[CH:7][CH:8]=3)[N:3]=2)[CH:29]=[C:26]([C:27]#[N:28])[CH:25]=1.